Dataset: Forward reaction prediction with 1.9M reactions from USPTO patents (1976-2016). Task: Predict the product of the given reaction. (1) Given the reactants [Cl:1][C:2]1[CH:3]=[CH:4][C:5]2[C:10](=O)[O:9]C(=O)[NH:7][C:6]=2[C:13]=1[Cl:14].[CH3:15][NH2:16], predict the reaction product. The product is: [NH2:7][C:6]1[C:13]([Cl:14])=[C:2]([Cl:1])[CH:3]=[CH:4][C:5]=1[C:10]([NH:16][CH3:15])=[O:9]. (2) Given the reactants [NH2:1][C:2]1[N:3]([CH3:30])[C:4](=[O:29])[C:5]2([N:28]=1)[CH:18]1[CH:13]([CH2:14][CH:15]([O:19][Si:20]([C:23]([CH3:26])([CH3:25])[CH3:24])([CH3:22])[CH3:21])[CH2:16][CH2:17]1)[O:12][C:11]1[C:6]2=[CH:7][C:8](Br)=[CH:9][CH:10]=1.[F:31][C:32]1[C:37](B(O)O)=[CH:36][CH:35]=[CH:34][N:33]=1.C([O-])([O-])=O.[Na+].[Na+].O1CCOCC1, predict the reaction product. The product is: [NH2:1][C:2]1[N:3]([CH3:30])[C:4](=[O:29])[C:5]2([N:28]=1)[CH:18]1[CH:13]([CH2:14][CH:15]([O:19][Si:20]([C:23]([CH3:26])([CH3:25])[CH3:24])([CH3:22])[CH3:21])[CH2:16][CH2:17]1)[O:12][C:11]1[C:6]2=[CH:7][C:8]([C:37]2[C:32]([F:31])=[N:33][CH:34]=[CH:35][CH:36]=2)=[CH:9][CH:10]=1.